This data is from Reaction yield outcomes from USPTO patents with 853,638 reactions. The task is: Predict the reaction yield, written as a fraction of the theoretical maximum amount of product (1.0 means a 100% yield; for example, 0.34 means a 34% yield). (1) The reactants are [NH2:1][C:2]1[CH:7]=[CH:6][C:5]([S:8]([N:11]([CH3:32])[C:12]2[CH:31]=[CH:30][C:15]3[N:16]([CH2:23][CH:24]4[CH2:29][CH2:28][O:27][CH2:26][CH2:25]4)[C:17]([C:19]([F:22])([F:21])[F:20])=[N:18][C:14]=3[CH:13]=2)(=[O:10])=[O:9])=[CH:4][CH:3]=1.[CH3:33][C:34]([CH3:39])([CH3:38])[C:35](Cl)=[O:36]. The catalyst is CN(C1C=CN=CC=1)C.CC#N.CCOC(C)=O. The product is [CH3:33][C:34]([CH3:39])([CH3:38])[C:35]([NH:1][C:2]1[CH:3]=[CH:4][C:5]([S:8]([N:11]([CH3:32])[C:12]2[CH:31]=[CH:30][C:15]3[N:16]([CH2:23][CH:24]4[CH2:29][CH2:28][O:27][CH2:26][CH2:25]4)[C:17]([C:19]([F:21])([F:20])[F:22])=[N:18][C:14]=3[CH:13]=2)(=[O:10])=[O:9])=[CH:6][CH:7]=1)=[O:36]. The yield is 0.520. (2) The reactants are [NH2:1][C:2]1[C:3](=[O:8])[NH:4][CH:5]=[CH:6][CH:7]=1.Cl.[S-:10][C:11]#[N:12].[NH4+].NC(N)=S.Cl[CH2:19][CH:20]=O. The catalyst is O.CCO.CCOC(C)=O. The product is [S:10]1[CH:20]=[CH:19][N:12]=[C:11]1[NH:1][C:2]1[C:3](=[O:8])[NH:4][CH:5]=[CH:6][CH:7]=1. The yield is 0.400.